From a dataset of Peptide-MHC class I binding affinity with 185,985 pairs from IEDB/IMGT. Regression. Given a peptide amino acid sequence and an MHC pseudo amino acid sequence, predict their binding affinity value. This is MHC class I binding data. (1) The peptide sequence is TSTVEEQIQW. The MHC is HLA-B15:01 with pseudo-sequence HLA-B15:01. The binding affinity (normalized) is 0. (2) The peptide sequence is LSYSQTMLL. The MHC is HLA-A02:03 with pseudo-sequence HLA-A02:03. The binding affinity (normalized) is 0.137. (3) The peptide sequence is ILFDRLPIA. The MHC is HLA-A29:02 with pseudo-sequence HLA-A29:02. The binding affinity (normalized) is 0.0847. (4) The peptide sequence is KSHSVSLVEW. The MHC is Mamu-B17 with pseudo-sequence Mamu-B17. The binding affinity (normalized) is 0.435.